Dataset: Forward reaction prediction with 1.9M reactions from USPTO patents (1976-2016). Task: Predict the product of the given reaction. Given the reactants [N:1]1([C:7]([O:9][C:10]([CH3:13])([CH3:12])[CH3:11])=[O:8])[CH2:6][CH2:5][NH:4][CH2:3][CH2:2]1.Br[C:15]1[CH:16]=[CH:17][C:18]([CH3:29])=[C:19]([NH:21][C:22](=[O:28])[O:23][C:24]([CH3:27])([CH3:26])[CH3:25])[CH:20]=1.CCOC(C)=O.C(Cl)Cl, predict the reaction product. The product is: [C:24]([O:23][C:22]([NH:21][C:19]1[CH:20]=[C:15]([N:4]2[CH2:5][CH2:6][N:1]([C:7]([O:9][C:10]([CH3:13])([CH3:12])[CH3:11])=[O:8])[CH2:2][CH2:3]2)[CH:16]=[CH:17][C:18]=1[CH3:29])=[O:28])([CH3:27])([CH3:26])[CH3:25].